From a dataset of Full USPTO retrosynthesis dataset with 1.9M reactions from patents (1976-2016). Predict the reactants needed to synthesize the given product. (1) Given the product [OH:39][C:8]1[CH:9]=[CH:2][CH:3]=[CH:4][C:5]=1[CH2:6][NH:7][C:14]1[C:13]2[N:17]=[CH:18][N:19]([C:12]=2[N:11]=[CH:10][N:15]=1)[C@@H:20]1[O:24][C@H:23]([CH2:25][OH:26])[C@@H:22]([OH:27])[C@H:21]1[OH:28], predict the reactants needed to synthesize it. The reactants are: Cl[C:2]1[CH:9]=[CH:8][C:5]([CH2:6][NH2:7])=[CH:4][CH:3]=1.[CH:10]1[N:15]=[C:14](Cl)[C:13]2[N:17]=[CH:18][N:19]([C@@H:20]3[O:24][C@H:23]([CH2:25][OH:26])[C@@H:22]([OH:27])[C@H:21]3[OH:28])[C:12]=2[N:11]=1.C(N(CC)CC)C.C([OH:39])CC. (2) Given the product [Cl:28][C:25]1[CH:26]=[CH:27][C:22]([CH:10]2[C:5]3[N:6]([CH:7]([CH3:9])[CH3:8])[C:2]([C:32]4[CH:31]=[N:30][O:29][CH:33]=4)=[N:3][C:4]=3[C:12](=[O:13])[N:11]2[C:14]2[CH:19]=[CH:18][C:17](=[O:20])[N:16]([CH3:21])[CH:15]=2)=[CH:23][CH:24]=1, predict the reactants needed to synthesize it. The reactants are: Br[C:2]1[N:6]([CH:7]([CH3:9])[CH3:8])[C:5]2[CH:10]([C:22]3[CH:27]=[CH:26][C:25]([Cl:28])=[CH:24][CH:23]=3)[N:11]([C:14]3[CH:19]=[CH:18][C:17](=[O:20])[N:16]([CH3:21])[CH:15]=3)[C:12](=[O:13])[C:4]=2[N:3]=1.[O:29]1[CH:33]=[C:32](B(O)O)[CH:31]=[N:30]1. (3) Given the product [Cl:1][C:2]1[CH:11]=[CH:10][CH:9]=[C:8]2[C:3]=1[CH:4]=[N:5][C:6]([I:22])=[N:7]2, predict the reactants needed to synthesize it. The reactants are: [Cl:1][C:2]1[CH:11]=[CH:10][CH:9]=[C:8]2[C:3]=1[CH:4]=[N:5][C:6](N)=[N:7]2.N(OCCC(C)C)=O.C(I)[I:22]. (4) Given the product [Cl:39][C:7]1[CH:8]=[C:9]2[C:4]([CH:3]=[N:2][NH:1]2)=[CH:5][C:6]=1[NH:10][C:11]1[C:12]2[C:19]3[CH2:20][CH2:21][CH:22]([C:24]([O:26][CH2:27][CH3:28])=[O:25])[CH2:23][C:18]=3[S:17][C:13]=2[N:14]=[CH:15][N:16]=1, predict the reactants needed to synthesize it. The reactants are: [NH:1]1[C:9]2[C:4](=[CH:5][C:6]([NH:10][C:11]3[C:12]4[C:19]5[CH2:20][CH2:21][CH:22]([C:24]([O:26][CH2:27][CH3:28])=[O:25])[CH2:23][C:18]=5[S:17][C:13]=4[N:14]=[CH:15][N:16]=3)=[CH:7][CH:8]=2)[CH:3]=[N:2]1.NC1C=C2C(=CC=1[Cl:39])NN=C2.Cl.O1CCOCC1. (5) Given the product [Br:28][CH2:11][C:10]1[CH:9]=[CH:8][C:7]([C:12]2[O:13][C:14]3[CH:20]=[CH:19][CH:18]=[CH:17][C:15]=3[N:16]=2)=[CH:6][C:5]=1[O:4][CH2:3][O:2][CH3:1], predict the reactants needed to synthesize it. The reactants are: [CH3:1][O:2][CH2:3][O:4][C:5]1[CH:6]=[C:7]([C:12]2[O:13][C:14]3[CH:20]=[CH:19][CH:18]=[CH:17][C:15]=3[N:16]=2)[CH:8]=[CH:9][C:10]=1[CH3:11].C1C(=O)N([Br:28])C(=O)C1.C(OOC(=O)C1C=CC=CC=1)(=O)C1C=CC=CC=1. (6) Given the product [C:1](=[O:27])([O:3][C@H:4]1[C:13]2[C:8](=[CH:9][CH:10]=[C:11]3[O:17][C:16](=[O:18])[CH:15]=[C:14]([CH2:19][C:20]4[CH:25]=[CH:24][CH:23]=[CH:22][CH:21]=4)[C:12]3=2)[N:7]([C:34](=[O:36])[CH3:35])[C@@H:6]([CH3:26])[CH2:5]1)[NH2:2], predict the reactants needed to synthesize it. The reactants are: [C:1](=[O:27])([O:3][C@H:4]1[C:13]2[C:8](=[CH:9][CH:10]=[C:11]3[O:17][C:16](=[O:18])[CH:15]=[C:14]([CH2:19][C:20]4[CH:25]=[CH:24][CH:23]=[CH:22][CH:21]=4)[C:12]3=2)[NH:7][C@@H:6]([CH3:26])[CH2:5]1)[NH2:2].N1C=CC=CC=1.[C:34](Cl)(=[O:36])[CH3:35]. (7) Given the product [Br:8][C:6]1[CH:7]=[C:2]([N:15]2[CH2:20][CH2:19][O:18][CH2:17][CH2:16]2)[CH:3]=[N:4][CH:5]=1, predict the reactants needed to synthesize it. The reactants are: Br[C:2]1[CH:3]=[N:4][CH:5]=[C:6]([Br:8])[CH:7]=1.CC(C)([O-])C.[Na+].[NH:15]1[CH2:20][CH2:19][O:18][CH2:17][CH2:16]1. (8) Given the product [CH3:1][O:2][C:3]1[CH:4]=[C:5]([CH:9]=[CH:10][C:11]=1[CH3:12])[C:6]([O:8][CH3:13])=[O:7], predict the reactants needed to synthesize it. The reactants are: [CH3:1][O:2][C:3]1[CH:4]=[C:5]([CH:9]=[CH:10][C:11]=1[CH3:12])[C:6]([OH:8])=[O:7].[CH3:13]O.S(Cl)(Cl)=O.